This data is from hERG potassium channel inhibition data for cardiac toxicity prediction from Karim et al.. The task is: Regression/Classification. Given a drug SMILES string, predict its toxicity properties. Task type varies by dataset: regression for continuous values (e.g., LD50, hERG inhibition percentage) or binary classification for toxic/non-toxic outcomes (e.g., AMES mutagenicity, cardiotoxicity, hepatotoxicity). Dataset: herg_karim. (1) The drug is COc1cc(OC)cc(C(=O)NCC2(C(=O)O)CCN(Cc3ccc(C(F)(F)F)cc3)CC2)c1.Cl. The result is 0 (non-blocker). (2) The compound is OC[C@H](O)[C@@H](O)[C@H](O)[C@H](O)CO. The result is 0 (non-blocker).